From a dataset of Tyrosyl-DNA phosphodiesterase HTS with 341,365 compounds. Binary Classification. Given a drug SMILES string, predict its activity (active/inactive) in a high-throughput screening assay against a specified biological target. (1) The drug is O(c1cc(C2(CCCC2)CNC(=O)CCC(O)=O)ccc1OC)C. The result is 0 (inactive). (2) The compound is S(=O)(=O)(c1cc2CCN(c2cc1)C(=O)CC)CCC(=O)Nc1cc(OC)c(OC)cc1. The result is 0 (inactive).